Dataset: Peptide-MHC class I binding affinity with 185,985 pairs from IEDB/IMGT. Task: Regression. Given a peptide amino acid sequence and an MHC pseudo amino acid sequence, predict their binding affinity value. This is MHC class I binding data. (1) The peptide sequence is RIFPATHYV. The MHC is HLA-B83:01 with pseudo-sequence HLA-B83:01. The binding affinity (normalized) is 0.213. (2) The peptide sequence is LVSDYCNVLNKEFT. The MHC is HLA-A02:06 with pseudo-sequence HLA-A02:06. The binding affinity (normalized) is 0.195. (3) The peptide sequence is RAPKVRLSL. The MHC is HLA-B15:01 with pseudo-sequence HLA-B15:01. The binding affinity (normalized) is 0.180. (4) The peptide sequence is FIVEHINAM. The MHC is HLA-A26:01 with pseudo-sequence HLA-A26:01. The binding affinity (normalized) is 1.00. (5) The peptide sequence is ISSVLTILYY. The MHC is HLA-A31:01 with pseudo-sequence HLA-A31:01. The binding affinity (normalized) is 0.198. (6) The peptide sequence is HPDIVIYQY. The MHC is HLA-A32:01 with pseudo-sequence HLA-A32:01. The binding affinity (normalized) is 0. (7) The peptide sequence is VIMWYNYLF. The MHC is HLA-B27:03 with pseudo-sequence HLA-B27:03. The binding affinity (normalized) is 0.0847.